Dataset: Catalyst prediction with 721,799 reactions and 888 catalyst types from USPTO. Task: Predict which catalyst facilitates the given reaction. (1) Reactant: [F:1][C:2]1[CH:7]=[CH:6][C:5]([C:8]2[C:28](=[O:29])[N:27]([CH3:30])[C:11]3[N:12]([CH3:26])[C:13]4[C:18]([C:10]=3[CH:9]=2)=[CH:17][C:16]([C:19]2[S:20][CH:21]=[C:22]([CH2:24][OH:25])[N:23]=2)=[CH:15][CH:14]=4)=[CH:4][CH:3]=1.[H-].[Na+].[CH2:33]1OCCOC2C(=CC=CC=2)OCCOCCOC2C(=CC=CC=2)OC1.IC.C([O-])(O)=O.[Na+]. Product: [F:1][C:2]1[CH:7]=[CH:6][C:5]([C:8]2[C:28](=[O:29])[N:27]([CH3:30])[C:11]3[N:12]([CH3:26])[C:13]4[C:18]([C:10]=3[CH:9]=2)=[CH:17][C:16]([C:19]2[S:20][CH:21]=[C:22]([CH2:24][O:25][CH3:33])[N:23]=2)=[CH:15][CH:14]=4)=[CH:4][CH:3]=1. The catalyst class is: 3. (2) Reactant: [C:1]1([C:7]2[CH:12]=[C:11]([C:13]3[CH:18]=[CH:17][CH:16]=[CH:15][CH:14]=3)[N:10]=[C:9]([C:19]3[CH:24]=[CH:23][C:22]([CH2:25][OH:26])=[CH:21][CH:20]=3)[N:8]=2)[CH:6]=[CH:5][CH:4]=[CH:3][CH:2]=1.C(N(CC)CC)C.[CH3:34][S:35](Cl)(=[O:37])=[O:36]. Product: [C:1]1([C:7]2[CH:12]=[C:11]([C:13]3[CH:18]=[CH:17][CH:16]=[CH:15][CH:14]=3)[N:10]=[C:9]([C:19]3[CH:20]=[CH:21][C:22]([CH2:25][O:26][S:35]([CH3:34])(=[O:37])=[O:36])=[CH:23][CH:24]=3)[N:8]=2)[CH:6]=[CH:5][CH:4]=[CH:3][CH:2]=1. The catalyst class is: 2. (3) Reactant: [O-2].[Nd+3:2].[O-2].[O-2].[Nd+3].[Nd].[CH2:7]([CH:9]([CH2:24][CH2:25][CH2:26][CH3:27])[CH2:10][O:11][P:12](=[O:23])([OH:22])[O:13][CH2:14][CH:15]([CH2:20][CH3:21])[CH2:16][CH2:17][CH2:18][CH3:19])[CH3:8].CC1CCCCC1.[N+]([O-])(O)=O. Product: [CH2:7]([CH:9]([CH2:24][CH2:25][CH2:26][CH3:27])[CH2:10][O:11][P:12]([O-:23])([O:13][CH2:14][CH:15]([CH2:20][CH3:21])[CH2:16][CH2:17][CH2:18][CH3:19])=[O:22])[CH3:8].[Nd+:2]. The catalyst class is: 6.